Dataset: Full USPTO retrosynthesis dataset with 1.9M reactions from patents (1976-2016). Task: Predict the reactants needed to synthesize the given product. (1) Given the product [F:14][C:15]1[CH:16]=[CH:17][C:18]2[C:22]([N:23]3[CH2:29][CH2:28][CH2:27][N:26]([CH2:30][CH2:31][CH2:32][CH2:33][NH:34][C:11]([C:2]4[CH:3]=[CH:4][C:5]5[C:10](=[CH:9][CH:8]=[CH:7][CH:6]=5)[CH:1]=4)=[O:12])[CH2:25][CH2:24]3)=[CH:21][S:20][C:19]=2[CH:35]=1, predict the reactants needed to synthesize it. The reactants are: [CH:1]1[C:10]2[C:5](=[CH:6][CH:7]=[CH:8][CH:9]=2)[CH:4]=[CH:3][C:2]=1[C:11](Cl)=[O:12].[F:14][C:15]1[CH:16]=[CH:17][C:18]2[C:22]([N:23]3[CH2:29][CH2:28][CH2:27][N:26]([CH2:30][CH2:31][CH2:32][CH2:33][NH2:34])[CH2:25][CH2:24]3)=[CH:21][S:20][C:19]=2[CH:35]=1. (2) Given the product [F:33][C:27]1[CH:28]=[CH:29][CH:30]=[C:31]([F:32])[C:26]=1[S:23]([NH:22][C:18]1[CH:19]=[CH:20][CH:21]=[C:16]([C:9]2[N:10]=[C:11]([CH:13]([CH3:15])[CH3:14])[S:12][C:8]=2[C:6]2[CH:5]=[CH:4][N:3]=[C:2]([NH:34][CH2:35][CH2:36][S:37]([CH3:40])(=[O:39])=[O:38])[N:7]=2)[CH:17]=1)(=[O:25])=[O:24], predict the reactants needed to synthesize it. The reactants are: Cl[C:2]1[N:7]=[C:6]([C:8]2[S:12][C:11]([CH:13]([CH3:15])[CH3:14])=[N:10][C:9]=2[C:16]2[CH:17]=[C:18]([NH:22][S:23]([C:26]3[C:31]([F:32])=[CH:30][CH:29]=[CH:28][C:27]=3[F:33])(=[O:25])=[O:24])[CH:19]=[CH:20][CH:21]=2)[CH:5]=[CH:4][N:3]=1.[NH2:34][CH2:35][CH2:36][S:37]([CH3:40])(=[O:39])=[O:38]. (3) Given the product [O:17]=[C:12]1[CH2:13][CH2:14][CH2:15][CH2:16][CH:11]1[CH2:10][CH:5]([NH:4][C:1]([NH2:23])=[O:3])[C:6]([OH:8])=[O:7], predict the reactants needed to synthesize it. The reactants are: [C:1]([NH:4][CH:5]([CH2:10][CH:11]1[CH2:16][CH2:15][CH2:14][CH2:13][C:12]1=[O:17])[C:6]([O:8]C)=[O:7])(=[O:3])C.Cl.[OH-].[Na+].[O-]C#[N:23].[K+]. (4) Given the product [C:27]([CH2:4][CH2:3][CH2:2][CH2:1][O:5][C:6](=[O:26])[CH2:7][C:8]1[CH:17]=[C:16]2[C:11]([C@@H:12]3[CH2:23][C:22]([CH3:24])=[CH:21][CH2:20][C@H:13]3[C:14]([CH3:18])([CH3:19])[O:15]2)=[C:10]([OH:25])[CH:9]=1)#[N:28], predict the reactants needed to synthesize it. The reactants are: [CH2:1]([O:5][C:6](=[O:26])[CH2:7][C:8]1[CH:17]=[C:16]2[C:11]([C@@H:12]3[CH2:23][C:22]([CH3:24])=[CH:21][CH2:20][C@H:13]3[C:14]([CH3:19])([CH3:18])[O:15]2)=[C:10]([OH:25])[CH:9]=1)[CH2:2][CH2:3][CH3:4].[C-:27]#[N:28].[Na+]. (5) Given the product [C@@H:6]1([O:24][C:25]2[C:29]([CH2:30][C:31]3[CH:36]=[CH:35][C:34]([O:37][CH2:38][CH2:39][CH2:40][NH:41][C:60]([N:52]4[CH2:53][CH2:54][N:49]([CH2:48][CH2:47][OH:46])[CH2:50][CH2:51]4)=[O:61])=[CH:33][C:32]=3[CH3:42])=[C:28]([CH:43]([CH3:45])[CH3:44])[NH:27][N:26]=2)[O:7][C@H:8]([CH2:19][OH:20])[C@@H:9]([OH:15])[C@H:10]([OH:11])[C@H:5]1[OH:4], predict the reactants needed to synthesize it. The reactants are: C([O:4][C@@H:5]1[C@@H:10]([O:11]C(=O)C)[C@H:9]([O:15]C(=O)C)[C@@H:8]([CH2:19][O:20]C(=O)C)[O:7][C@H:6]1[O:24][C:25]1[C:29]([CH2:30][C:31]2[CH:36]=[CH:35][C:34]([O:37][CH2:38][CH2:39][CH2:40][NH2:41])=[CH:33][C:32]=2[CH3:42])=[C:28]([CH:43]([CH3:45])[CH3:44])[NH:27][N:26]=1)(=O)C.[OH:46][CH2:47][CH2:48][N:49]1[CH2:54][CH2:53][NH:52][CH2:51][CH2:50]1.NCCN1CC[O:61][CH2:60]C1. (6) The reactants are: [O:1]=[C:2]1[NH:6][C:5](=[O:7])[CH:4]([CH2:8][C:9]2[CH:33]=[CH:32][C:12]([O:13][C:14]3[CH:19]=[CH:18][C:17]([C:20](=[CH:24][C:25]4[CH:30]=[CH:29][C:28]([CH3:31])=[CH:27][CH:26]=4)[C:21]([OH:23])=[O:22])=[CH:16][CH:15]=3)=[CH:11][CH:10]=2)[S:3]1.F[P-](F)(F)(F)(F)F.N1(O[P+](N(C)C)(N(C)C)N(C)C)C2C=CC=C[C:44]=2N=N1.C(N(CC)CC)C.C[O-].[Na+].Cl. Given the product [CH3:44][O:22][C:21](=[O:23])[C:20]([C:17]1[CH:16]=[CH:15][C:14]([O:13][C:12]2[CH:11]=[CH:10][C:9]([CH2:8][CH:4]3[S:3][C:2](=[O:1])[NH:6][C:5]3=[O:7])=[CH:33][CH:32]=2)=[CH:19][CH:18]=1)=[CH:24][C:25]1[CH:26]=[CH:27][C:28]([CH3:31])=[CH:29][CH:30]=1, predict the reactants needed to synthesize it. (7) Given the product [Cl:36][C:37]1[CH:44]=[C:43]([Cl:45])[CH:42]=[CH:41][C:38]=1[C:39]1[N:6]=[C:5]([C:3]([O:2][CH3:1])=[O:4])[CH:26]=[CH:27][C:28]=1[C:29]1[CH:30]=[CH:31][C:32]([Cl:35])=[CH:33][CH:34]=1, predict the reactants needed to synthesize it. The reactants are: [CH3:1][O:2][C:3]([C:5](=[CH:26][CH:27]=[CH:28][C:29]1[CH:34]=[CH:33][C:32]([Cl:35])=[CH:31][CH:30]=1)[N:6]=P(C1C=CC=CC=1)(C1C=CC=CC=1)C1C=CC=CC=1)=[O:4].[Cl:36][C:37]1[CH:44]=[C:43]([Cl:45])[CH:42]=[CH:41][C:38]=1[CH:39]=O.N1C=CC=CC=1.N1C=CC=CC1.